From a dataset of Peptide-MHC class II binding affinity with 134,281 pairs from IEDB. Regression. Given a peptide amino acid sequence and an MHC pseudo amino acid sequence, predict their binding affinity value. This is MHC class II binding data. (1) The peptide sequence is RMQFSSLTVNVRGSG. The MHC is DRB1_0802 with pseudo-sequence DRB1_0802. The binding affinity (normalized) is 0.378. (2) The peptide sequence is WFINWYLPISQLFYN. The MHC is DRB5_0101 with pseudo-sequence DRB5_0101. The binding affinity (normalized) is 0.227. (3) The peptide sequence is KGIHTVFGSAFQGLF. The MHC is DRB1_0301 with pseudo-sequence DRB1_0301. The binding affinity (normalized) is 0.235. (4) The peptide sequence is YKRQLMNILGAVYRY. The MHC is DRB3_0101 with pseudo-sequence DRB3_0101. The binding affinity (normalized) is 0.385.